Dataset: NCI-60 drug combinations with 297,098 pairs across 59 cell lines. Task: Regression. Given two drug SMILES strings and cell line genomic features, predict the synergy score measuring deviation from expected non-interaction effect. (1) Drug 1: CN(CCCl)CCCl.Cl. Drug 2: C(CN)CNCCSP(=O)(O)O. Cell line: SF-539. Synergy scores: CSS=31.8, Synergy_ZIP=-11.1, Synergy_Bliss=-10.7, Synergy_Loewe=-62.4, Synergy_HSA=-9.87. (2) Drug 1: C1=C(C(=O)NC(=O)N1)N(CCCl)CCCl. Drug 2: C(CC(=O)O)C(=O)CN.Cl. Cell line: A549. Synergy scores: CSS=13.7, Synergy_ZIP=-12.7, Synergy_Bliss=-8.11, Synergy_Loewe=-21.8, Synergy_HSA=-7.32. (3) Drug 1: COC1=CC(=CC(=C1O)OC)C2C3C(COC3=O)C(C4=CC5=C(C=C24)OCO5)OC6C(C(C7C(O6)COC(O7)C8=CC=CS8)O)O. Drug 2: C1=NC2=C(N1)C(=S)N=C(N2)N. Cell line: IGROV1. Synergy scores: CSS=38.3, Synergy_ZIP=-10.1, Synergy_Bliss=-5.01, Synergy_Loewe=-3.22, Synergy_HSA=-0.727.